This data is from Catalyst prediction with 721,799 reactions and 888 catalyst types from USPTO. The task is: Predict which catalyst facilitates the given reaction. Reactant: Cl[C:2]([O:4][CH:5]([Cl:7])[CH3:6])=[O:3].[CH3:8][CH:9]([OH:11])[CH3:10].N1C=CC=CC=1. Product: [C:2](=[O:3])([O:11][CH:9]([CH3:10])[CH3:8])[O:4][CH:5]([Cl:7])[CH3:6]. The catalyst class is: 2.